This data is from Forward reaction prediction with 1.9M reactions from USPTO patents (1976-2016). The task is: Predict the product of the given reaction. (1) Given the reactants C(O[C:4]1[C:7](=[O:8])[C:6](=[O:9])[C:5]=1[NH:10][C:11]1[CH:12]=[C:13]([CH:17]2[C:22]([C:23]([O:25][CH3:26])=[O:24])=[C:21]([CH3:27])[NH:20][C:19]([CH3:28])=[C:18]2[C:29]([O:31][CH3:32])=[O:30])[CH:14]=[CH:15][CH:16]=1)C.[CH3:33][N:34]([CH:36]=O)[CH3:35], predict the reaction product. The product is: [CH:33]1([N:34]2[CH2:36][CH2:35][N:34]([CH2:36][CH2:4][CH2:5][NH:10][C:4]3[C:7](=[O:8])[C:6](=[O:9])[C:5]=3[NH:10][C:11]3[CH:12]=[C:13]([CH:17]4[C:22]([C:23]([O:25][CH3:26])=[O:24])=[C:21]([CH3:27])[NH:20][C:19]([CH3:28])=[C:18]4[C:29]([O:31][CH3:32])=[O:30])[CH:14]=[CH:15][CH:16]=3)[CH2:33][CH2:35]2)[CH2:13][CH2:12][CH2:11][CH2:16][CH2:15]1. (2) Given the reactants O1CCCCC1[O:7][CH2:8][CH2:9][CH:10]([C:12]1[CH:21]=[CH:20][C:15]([C:16]([O:18][CH3:19])=[O:17])=[CH:14][CH:13]=1)[CH3:11].C1(C)C=CC(S(O)(=O)=O)=CC=1, predict the reaction product. The product is: [OH:7][CH2:8][CH2:9][CH:10]([C:12]1[CH:13]=[CH:14][C:15]([C:16]([O:18][CH3:19])=[O:17])=[CH:20][CH:21]=1)[CH3:11].